Dataset: Catalyst prediction with 721,799 reactions and 888 catalyst types from USPTO. Task: Predict which catalyst facilitates the given reaction. (1) Reactant: [CH2:1]([C:4]1[CH:9]=[C:8]([CH:10]2[CH2:15][CH2:14][CH2:13][CH2:12][CH2:11]2)[CH:7]=[CH:6][C:5]=1[OH:16])[CH2:2][CH3:3].C(=O)([O-])[O-].[K+].[K+].Br[CH2:24][CH2:25][CH2:26][O:27][C:28]1[CH:29]=[C:30]([CH:38]=[CH:39][CH:40]=1)[CH:31]([OH:37])[C:32]([O:34][CH2:35][CH3:36])=[O:33]. Product: [CH2:1]([C:4]1[CH:9]=[C:8]([CH:10]2[CH2:15][CH2:14][CH2:13][CH2:12][CH2:11]2)[CH:7]=[CH:6][C:5]=1[O:16][CH2:24][CH2:25][CH2:26][O:27][C:28]1[CH:29]=[C:30]([CH:38]=[CH:39][CH:40]=1)[CH:31]([OH:37])[C:32]([O:34][CH2:35][CH3:36])=[O:33])[CH2:2][CH3:3]. The catalyst class is: 3. (2) The catalyst class is: 41. Product: [Br:1][C:2]1[C:15](=[O:16])[N:14]([CH2:17][CH:18]2[CH2:23][CH2:22][N:21]([C:24]([O:26][C:27]([CH3:30])([CH3:29])[CH3:28])=[O:25])[CH2:20][CH2:19]2)[C:5]2[N:6]=[C:7]([NH:34][CH2:32][CH3:33])[N:8]=[CH:9][C:4]=2[CH:3]=1. Reactant: [Br:1][C:2]1[C:15](=[O:16])[N:14]([CH2:17][CH:18]2[CH2:23][CH2:22][N:21]([C:24]([O:26][C:27]([CH3:30])([CH3:29])[CH3:28])=[O:25])[CH2:20][CH2:19]2)[C:5]2[N:6]=[C:7](S(C)(=O)=O)[N:8]=[CH:9][C:4]=2[CH:3]=1.Cl.[CH2:32]([NH2:34])[CH3:33].CCN(C(C)C)C(C)C. (3) Reactant: [CH2:1]([O:3][C:4]([N:6]1[CH2:11][CH2:10][N:9]([C:12]([CH:14]([NH:23][C:24]([C:26]2[CH:35]=[C:34]([O:36][CH3:37])[C:33]3[C:28](=[CH:29][CH:30]=[CH:31][CH:32]=3)[N:27]=2)=[O:25])[CH2:15][C:16]2[CH:21]=[CH:20][CH:19]=[CH:18][C:17]=2[OH:22])=[O:13])[CH2:8][CH2:7]1)=[O:5])[CH3:2].C(N(CC)CC)C.CN(C1C=CC=CN=1)C.[F:54][C:55]([F:68])([F:67])[S:56](O[S:56]([C:55]([F:68])([F:67])[F:54])(=[O:58])=[O:57])(=[O:58])=[O:57]. Product: [CH2:1]([O:3][C:4]([N:6]1[CH2:7][CH2:8][N:9]([C:12]([CH:14]([NH:23][C:24]([C:26]2[CH:35]=[C:34]([O:36][CH3:37])[C:33]3[C:28](=[CH:29][CH:30]=[CH:31][CH:32]=3)[N:27]=2)=[O:25])[CH2:15][C:16]2[CH:21]=[CH:20][CH:19]=[CH:18][C:17]=2[O:22][S:56]([C:55]([F:68])([F:67])[F:54])(=[O:58])=[O:57])=[O:13])[CH2:10][CH2:11]1)=[O:5])[CH3:2]. The catalyst class is: 2. (4) Reactant: C([O:4][CH2:5][C:6]([NH:8][C:9]1[CH:28]=[N:27][C:12]2[N:13]=[CH:14][N:15]([CH2:18][C:19]3[CH:24]=[CH:23][C:22]([Cl:25])=[C:21]([Cl:26])[CH:20]=3)[C:16](=[O:17])[C:11]=2[CH:10]=1)=[O:7])(=O)C.[OH-].[K+].C(O)C.C([O-])([O-])=O.[Na+].[Na+]. Product: [Cl:26][C:21]1[CH:20]=[C:19]([CH:24]=[CH:23][C:22]=1[Cl:25])[CH2:18][N:15]1[C:16](=[O:17])[C:11]2[CH:10]=[C:9]([NH:8][C:6](=[O:7])[CH2:5][OH:4])[CH:28]=[N:27][C:12]=2[N:13]=[CH:14]1. The catalyst class is: 5. (5) Reactant: [Cl:1][C:2]1[N:7]=[C:6]([NH2:8])[C:5]([NH2:9])=[CH:4][CH:3]=1.C(=O)([O-])[O-].[K+].[K+].Br[CH2:17][C:18]([O:20][CH2:21][CH3:22])=[O:19]. Product: [NH2:8][C:6]1[C:5]([NH:9][CH2:17][C:18]([O:20][CH2:21][CH3:22])=[O:19])=[CH:4][CH:3]=[C:2]([Cl:1])[N:7]=1. The catalyst class is: 3. (6) Reactant: [F:1][C:2]1[CH:14]=[CH:13][C:5]([O:6][C:7]([CH3:12])([CH3:11])[C:8](O)=[O:9])=[CH:4][CH:3]=1.[H-].[H-].[H-].[H-].[Li+].[Al+3]. Product: [F:1][C:2]1[CH:14]=[CH:13][C:5]([O:6][C:7]([CH3:11])([CH3:12])[CH2:8][OH:9])=[CH:4][CH:3]=1. The catalyst class is: 1.